Dataset: Drug-target binding data from BindingDB using IC50 measurements. Task: Regression. Given a target protein amino acid sequence and a drug SMILES string, predict the binding affinity score between them. We predict pIC50 (pIC50 = -log10(IC50 in M); higher means more potent). Dataset: bindingdb_ic50. (1) The compound is CCCS(=O)(=O)Nc1ccc(F)c(Nc2ncccc2-c2ncnc3[nH]c(C)nc23)c1F. The target is CKENALLRYLLDKDD. The pIC50 is 6.3. (2) The small molecule is COc1ccc(S(=O)(=O)Nc2nc(-c3cccc([N+](=O)[O-])c3)cs2)cc1OC. The target protein (O88867) has sequence MASSDTEGKRVVVIGGGLVGALNACFLAKRNFQVDVYEAREDIRVANFMRGRSINLALSYRGRQALKAVGLEDQIVSKGVPMKARMIHSLSGKKSAIPYGNKSQYILSISREKLNKDLLTAVESYPNAKVHFGHKLSKCCPEEGILTMLGPNKVPRDITCDLIVGCDGAYSTVRAHLMKKPRFDYSQQYIPHGYMELTIPPKNGEYAMEPNCLHIWPRNAFMMIALPNMDKSFTCTLFMSFEEFEKLPTHSDVLDFFQKNFPDAIPLMGEQALMRDFFLLPAQPMISVKCSPFHLKSRCVLMGDAAHAIVPFFGQGMNAGFEDCLVFDELMDKFNNDLSVCLPEFSRFRIPDDHAISDLSMYNYIEMRAHVNSRWFLFQRLLDKFLHALMPSTFIPLYTMVAFTRIRYHEAVLRWHWQKKVINRGLFVLGSLVAIGSAYILVHHLSPRPLELLRSAWTGTSGHWNRSADISPRVPWSH. The pIC50 is 7.7.